The task is: Predict the reaction yield, written as a fraction of the theoretical maximum amount of product (1.0 means a 100% yield; for example, 0.34 means a 34% yield).. This data is from Reaction yield outcomes from USPTO patents with 853,638 reactions. (1) The reactants are [NH2:1][C:2]1[N:7]=[CH:6][N:5]=[C:4]2[N:8]([C@@H:26]3[CH2:31][CH2:30][CH2:29][N:28]([C:32](=[O:36])[CH2:33][C:34]#[N:35])[CH2:27]3)[N:9]=[C:10]([C:11]3[CH:16]=[CH:15][C:14]([O:17][C:18]4[C:23]([F:24])=[CH:22][CH:21]=[CH:20][C:19]=4[F:25])=[CH:13][CH:12]=3)[C:3]=12.N1[CH2:42][CH2:41][CH2:40][CH2:39]C1.C1(C=O)CC1. The catalyst is CO. The product is [NH2:1][C:2]1[N:7]=[CH:6][N:5]=[C:4]2[N:8]([C@@H:26]3[CH2:31][CH2:30][CH2:29][N:28]([C:32]([C:33](=[CH:39][CH:40]4[CH2:42][CH2:41]4)[C:34]#[N:35])=[O:36])[CH2:27]3)[N:9]=[C:10]([C:11]3[CH:16]=[CH:15][C:14]([O:17][C:18]4[C:23]([F:24])=[CH:22][CH:21]=[CH:20][C:19]=4[F:25])=[CH:13][CH:12]=3)[C:3]=12. The yield is 0.210. (2) The catalyst is [Cl-].C([N+](CC)(CC)CC)C1C=CC=CC=1.C1COCC1.O.C1C=CC(/C=C/C(/C=C/C2C=CC=CC=2)=O)=CC=1.C1C=CC(/C=C/C(/C=C/C2C=CC=CC=2)=O)=CC=1.C1C=CC(/C=C/C(/C=C/C2C=CC=CC=2)=O)=CC=1.[Pd].[Pd]. The yield is 0.545. The product is [CH:12]([C:11]1[CH:10]=[C:9]([CH2:24][C:23]([O:22][CH2:20][CH3:21])=[O:26])[CH:16]=[CH:15][CH:14]=1)=[O:13]. The reactants are CC1(C)C(C)(C)OB([C:9]2[CH:10]=[C:11]([CH:14]=[CH:15][CH:16]=2)[CH:12]=[O:13])O1.[F-].[K+].[CH2:20]([O:22][C:23](=[O:26])[CH2:24]Br)[CH3:21]. (3) The reactants are C[Si]([N-][Si](C)(C)C)(C)C.[Li+].[C:11]([S:15][C:16]1[C:17]2[S:24][CH:23]=[C:22]([C:25]3[CH2:29][CH2:28][C:27](=[O:30])[CH:26]=3)[C:18]=2[N:19]=[CH:20][N:21]=1)([CH3:14])([CH3:13])[CH3:12].[OH:31][CH2:32]N1C2C=CC=CC=2N=N1. The catalyst is C1COCC1.CN(C)P(N(C)C)(N(C)C)=O. The product is [C:11]([S:15][C:16]1[C:17]2[S:24][CH:23]=[C:22]([C:25]3[CH2:29][CH:28]([CH2:32][OH:31])[C:27](=[O:30])[CH:26]=3)[C:18]=2[N:19]=[CH:20][N:21]=1)([CH3:14])([CH3:12])[CH3:13]. The yield is 0.690. (4) The reactants are [OH:1][C:2]1[C:3]([C:14]#[N:15])=[N:4][CH:5]=[C:6]([N:8]2[CH2:13][CH2:12][O:11][CH2:10][CH2:9]2)[CH:7]=1.N1C=CC=CC=1.[F:22][C:23]([F:36])([F:35])[S:24](O[S:24]([C:23]([F:36])([F:35])[F:22])(=[O:26])=[O:25])(=[O:26])=[O:25]. The catalyst is C(Cl)Cl. The product is [C:14]([C:3]1[C:2]([O:1][S:24]([C:23]([F:36])([F:35])[F:22])(=[O:26])=[O:25])=[CH:7][C:6]([N:8]2[CH2:9][CH2:10][O:11][CH2:12][CH2:13]2)=[CH:5][N:4]=1)#[N:15]. The yield is 0.470. (5) The reactants are [CH:1]12[CH2:8][CH2:7][CH:4]([CH:5]=[CH:6]1)[CH2:3][CH:2]2[C:9]1([CH3:25])[NH:13][C:12](=[O:14])[N:11]([CH2:15][C:16]2[CH:21]=[CH:20][C:19]([O:22][CH3:23])=[CH:18][CH:17]=2)[C:10]1=[O:24].[CH3:26]I. No catalyst specified. The product is [CH:1]12[CH2:8][CH2:7][CH:4]([CH:5]=[CH:6]1)[CH2:3][CH:2]2[C:9]1([CH3:25])[N:13]([CH3:26])[C:12](=[O:14])[N:11]([CH2:15][C:16]2[CH:17]=[CH:18][C:19]([O:22][CH3:23])=[CH:20][CH:21]=2)[C:10]1=[O:24]. The yield is 0.860.